From a dataset of Full USPTO retrosynthesis dataset with 1.9M reactions from patents (1976-2016). Predict the reactants needed to synthesize the given product. (1) Given the product [CH:1]([C:3]1[CH:4]=[CH:5][C:6]([N:9]2[C:13]([C:22](=[O:24])[CH3:23])=[N:12][CH:11]=[N:10]2)=[CH:7][CH:8]=1)=[CH2:2], predict the reactants needed to synthesize it. The reactants are: [CH:1]([C:3]1[CH:8]=[CH:7][C:6]([N:9]2[CH:13]=[N:12][CH:11]=[N:10]2)=[CH:5][CH:4]=1)=[CH2:2].[Li]CCCC.CON(C)[C:22](=[O:24])[CH3:23]. (2) Given the product [F:22][C:16]1[CH:17]=[CH:18][CH:19]=[C:20]([F:21])[C:15]=1[C:12]1[CH:13]=[CH:14][C:9]2[N:10]([C:24]([NH:23][C:26]3[CH:27]=[N:28][CH:29]=[CH:30][C:31]=3[N:32]3[CH:37]([CH3:38])[CH2:36][CH2:35][CH:34]([NH:39][C:40](=[O:46])[O:41][C:42]([CH3:45])([CH3:44])[CH3:43])[CH2:33]3)=[N:5][CH:8]=2)[N:11]=1, predict the reactants needed to synthesize it. The reactants are: P(C)(C)C.[N:5]([CH2:8][C:9]1[N:10]=[N:11][C:12]([C:15]2[C:20]([F:21])=[CH:19][CH:18]=[CH:17][C:16]=2[F:22])=[CH:13][CH:14]=1)=[N+]=[N-].[N:23]([C:26]1[CH:27]=[N:28][CH:29]=[CH:30][C:31]=1[N:32]1[CH:37]([CH3:38])[CH2:36][CH2:35][CH:34]([NH:39][C:40](=[O:46])[O:41][C:42]([CH3:45])([CH3:44])[CH3:43])[CH2:33]1)=[C:24]=S. (3) Given the product [Br:1][C:2]1[CH:3]=[CH:4][C:5]([C:6]([NH:8][CH:9]([CH3:13])[C:10]([OH:12])=[O:11])=[O:7])=[CH:14][CH:15]=1, predict the reactants needed to synthesize it. The reactants are: [Br:1][C:2]1[CH:15]=[CH:14][C:5]([C:6]([NH:8][CH:9]([CH3:13])[C:10]([O-:12])=[O:11])=[O:7])=[CH:4][CH:3]=1.[OH-].[Na+]. (4) Given the product [C:6]([C:7]1[CH:12]=[CH:11][CH:10]=[CH:9][C:8]=1[C:13]1([C:16]([NH2:18])=[O:17])[CH2:15][CH2:14]1)#[CH:5], predict the reactants needed to synthesize it. The reactants are: C[Si]([C:5]#[C:6][C:7]1[CH:12]=[CH:11][CH:10]=[CH:9][C:8]=1[C:13]1([C:16]([NH2:18])=[O:17])[CH2:15][CH2:14]1)(C)C.C(O)(=O)C.CCCC[N+](CCCC)(CCCC)CCCC.[F-].C1COCC1. (5) Given the product [CH2:26]([O:25][C:23](=[O:24])[CH2:22][N:20]1[CH:8]([C:5]2[CH:4]=[CH:3][C:2]([Br:1])=[CH:7][CH:6]=2)[CH2:9][C:10]([C:11]2[CH:12]=[CH:13][C:14]([O:17][CH3:18])=[CH:15][CH:16]=2)=[N:21]1)[CH3:27], predict the reactants needed to synthesize it. The reactants are: [Br:1][C:2]1[CH:7]=[CH:6][C:5]([CH:8]=[CH:9][CH2:10][C:11]2[CH:16]=[CH:15][C:14]([O:17][CH3:18])=[CH:13][CH:12]=2)=[CH:4][CH:3]=1.Cl.[NH:20]([CH2:22][C:23]([O:25][CH2:26][CH3:27])=[O:24])[NH2:21]. (6) Given the product [C:1]([O:5][C:6]([N:8]1[CH2:13][CH2:12][N:11]([C:14]([O:16][C:17]([CH3:20])([CH3:19])[CH3:18])=[O:15])[CH2:10][C@@H:9]1[C:21]1[CH:22]=[CH:23][C:24]([N:27]2[CH2:31][CH2:30][C@@H:29]([O:32][S:41]([CH3:40])(=[O:43])=[O:42])[CH2:28]2)=[CH:25][CH:26]=1)=[O:7])([CH3:2])([CH3:3])[CH3:4], predict the reactants needed to synthesize it. The reactants are: [C:1]([O:5][C:6]([N:8]1[CH2:13][CH2:12][N:11]([C:14]([O:16][C:17]([CH3:20])([CH3:19])[CH3:18])=[O:15])[CH2:10][C@@H:9]1[C:21]1[CH:26]=[CH:25][C:24]([N:27]2[CH2:31][CH2:30][C@@H:29]([OH:32])[CH2:28]2)=[CH:23][CH:22]=1)=[O:7])([CH3:4])([CH3:3])[CH3:2].C(N(CC)CC)C.[CH3:40][S:41](Cl)(=[O:43])=[O:42]. (7) Given the product [CH3:1][C:8]1[CH:15]=[N:14][CH:13]=[CH:12][C:9]=1[CH:10]=[O:11], predict the reactants needed to synthesize it. The reactants are: [C:1]([O-])([O-])=O.[K+].[K+].Cl[C:8]1[CH:15]=[N:14][CH:13]=[CH:12][C:9]=1[CH:10]=[O:11].CB1OB(C)OB(C)O1.